Dataset: Catalyst prediction with 721,799 reactions and 888 catalyst types from USPTO. Task: Predict which catalyst facilitates the given reaction. (1) Reactant: [C:1]([NH2:4])(=[NH:3])[CH3:2].O(C)[Na].[CH3:8][O:9][C:10]1[CH:15]=[CH:14][CH:13]=[CH:12][C:11]=1[C:16]([CH:18]([CH2:23][CH2:24][C:25]1[CH:30]=[CH:29][CH:28]=[CH:27][CH:26]=1)[C:19](OC)=[O:20])=O. Product: [CH3:2][C:1]1[NH:3][C:16]([C:11]2[CH:12]=[CH:13][CH:14]=[CH:15][C:10]=2[O:9][CH3:8])=[C:18]([CH2:23][CH2:24][C:25]2[CH:30]=[CH:29][CH:28]=[CH:27][CH:26]=2)[C:19](=[O:20])[N:4]=1. The catalyst class is: 71. (2) Reactant: Cl[C:2]1[N:12]=[C:11]([NH:13][C:14]2[CH:19]=[CH:18][C:17]([N:20]3[CH2:25][CH2:24][N:23]([C:26]([O:28][C:29]([CH3:32])([CH3:31])[CH3:30])=[O:27])[CH2:22][CH2:21]3)=[CH:16][C:15]=2[O:33][CH3:34])[C:5]2[C:6](=[O:10])[NH:7][N:8]=[CH:9][C:4]=2[CH:3]=1.[F:35][C:36]1[CH:41]=[CH:40][CH:39]=[CH:38][C:37]=1[OH:42].CN(C)[C@@H](CCC(O)=O)C(O)=O. Product: [F:35][C:36]1[CH:41]=[CH:40][CH:39]=[CH:38][C:37]=1[O:42][C:2]1[N:12]=[C:11]([NH:13][C:14]2[CH:19]=[CH:18][C:17]([N:20]3[CH2:25][CH2:24][N:23]([C:26]([O:28][C:29]([CH3:32])([CH3:31])[CH3:30])=[O:27])[CH2:22][CH2:21]3)=[CH:16][C:15]=2[O:33][CH3:34])[C:5]2[C:6](=[O:10])[NH:7][N:8]=[CH:9][C:4]=2[CH:3]=1. The catalyst class is: 185. (3) Reactant: S(Cl)(Cl)=O.[NH:5]1[C:9]2[CH:10]=[CH:11][C:12]([C:14]([OH:16])=[O:15])=[CH:13][C:8]=2[N:7]=[CH:6]1.[C:17](=O)([O-])O.[Na+]. Product: [NH:5]1[C:9]2[CH:10]=[CH:11][C:12]([C:14]([O:16][CH3:17])=[O:15])=[CH:13][C:8]=2[N:7]=[CH:6]1. The catalyst class is: 5. (4) Reactant: C1(P(C2C=CC=CC=2)C2C=CC=CC=2)C=CC=CC=1.BrN1C(=O)CCC1=O.[CH:28]1([CH2:33][C@H:34]([C:38]2[CH:43]=[CH:42][C:41]([S:44]([CH3:47])(=[O:46])=[O:45])=[CH:40][CH:39]=2)[C:35]([OH:37])=O)[CH2:32][CH2:31][CH2:30][CH2:29]1.[NH2:48][C:49]1[S:50][CH:51]=[CH:52][N:53]=1. Product: [CH:28]1([CH2:33][C@H:34]([C:38]2[CH:43]=[CH:42][C:41]([S:44]([CH3:47])(=[O:46])=[O:45])=[CH:40][CH:39]=2)[C:35]([NH:48][C:49]2[S:50][CH:51]=[CH:52][N:53]=2)=[O:37])[CH2:29][CH2:30][CH2:31][CH2:32]1. The catalyst class is: 2.